Dataset: NCI-60 drug combinations with 297,098 pairs across 59 cell lines. Task: Regression. Given two drug SMILES strings and cell line genomic features, predict the synergy score measuring deviation from expected non-interaction effect. (1) Drug 1: C1=CC=C(C(=C1)C(C2=CC=C(C=C2)Cl)C(Cl)Cl)Cl. Drug 2: CCN(CC)CCCC(C)NC1=C2C=C(C=CC2=NC3=C1C=CC(=C3)Cl)OC. Cell line: TK-10. Synergy scores: CSS=4.43, Synergy_ZIP=0.687, Synergy_Bliss=0.372, Synergy_Loewe=-0.801, Synergy_HSA=1.05. (2) Cell line: UO-31. Synergy scores: CSS=17.2, Synergy_ZIP=-3.62, Synergy_Bliss=6.06, Synergy_Loewe=6.98, Synergy_HSA=7.34. Drug 2: CCN(CC)CCCC(C)NC1=C2C=C(C=CC2=NC3=C1C=CC(=C3)Cl)OC. Drug 1: CCC1=CC2CC(C3=C(CN(C2)C1)C4=CC=CC=C4N3)(C5=C(C=C6C(=C5)C78CCN9C7C(C=CC9)(C(C(C8N6C)(C(=O)OC)O)OC(=O)C)CC)OC)C(=O)OC.C(C(C(=O)O)O)(C(=O)O)O. (3) Drug 1: C1=CN(C(=O)N=C1N)C2C(C(C(O2)CO)O)O.Cl. Drug 2: CCCCCOC(=O)NC1=NC(=O)N(C=C1F)C2C(C(C(O2)C)O)O. Cell line: HL-60(TB). Synergy scores: CSS=10.4, Synergy_ZIP=-8.87, Synergy_Bliss=-6.75, Synergy_Loewe=-28.8, Synergy_HSA=-7.02. (4) Drug 1: CC1=C2C(C(=O)C3(C(CC4C(C3C(C(C2(C)C)(CC1OC(=O)C(C(C5=CC=CC=C5)NC(=O)OC(C)(C)C)O)O)OC(=O)C6=CC=CC=C6)(CO4)OC(=O)C)OC)C)OC. Drug 2: C1CNP(=O)(OC1)N(CCCl)CCCl. Cell line: NCIH23. Synergy scores: CSS=36.6, Synergy_ZIP=-3.97, Synergy_Bliss=-8.27, Synergy_Loewe=-58.5, Synergy_HSA=-9.96. (5) Drug 1: C1CC(=O)NC(=O)C1N2CC3=C(C2=O)C=CC=C3N. Drug 2: CC(CN1CC(=O)NC(=O)C1)N2CC(=O)NC(=O)C2. Cell line: K-562. Synergy scores: CSS=27.4, Synergy_ZIP=-8.53, Synergy_Bliss=-0.791, Synergy_Loewe=-0.217, Synergy_HSA=1.17.